Task: Regression/Classification. Given a drug SMILES string, predict its absorption, distribution, metabolism, or excretion properties. Task type varies by dataset: regression for continuous measurements (e.g., permeability, clearance, half-life) or binary classification for categorical outcomes (e.g., BBB penetration, CYP inhibition). Dataset: cyp2c9_veith.. Dataset: CYP2C9 inhibition data for predicting drug metabolism from PubChem BioAssay (1) The drug is CN1CCN(CCCNC(=O)C2CCN(c3nnc(-n4cccc4)s3)CC2)CC1. The result is 0 (non-inhibitor). (2) The molecule is C[N+]1(C)[C@H]2CC[C@@H]1CC(OC(=O)c1c[nH]c3ccccc13)C2. The result is 0 (non-inhibitor). (3) The result is 0 (non-inhibitor). The compound is CCOC(=O)c1c(NC(=O)c2ccc(N3CCOCC3)c([N+](=O)[O-])c2)sc(C)c1C. (4) The drug is C=CCN=C1CC(C)(C)CC(=O)/C1=C(\O)c1ccccc1. The result is 0 (non-inhibitor). (5) The compound is CCCCn1nnnc1SCC(=O)N1CCCC1. The result is 0 (non-inhibitor). (6) The compound is CC(=O)N[C@H](Cc1c[nH]c2ccccc12)C(=O)O. The result is 0 (non-inhibitor). (7) The molecule is Cc1cc2c(nc1C)CCCCN2C[C@H](C)O/N=C1\[C@@H]2CCn3c(=O)n(-c4ccccc4)c(=O)n3[C@H]2[C@H](O)[C@H]2O[C@H]12. The result is 0 (non-inhibitor).